Task: Regression. Given two drug SMILES strings and cell line genomic features, predict the synergy score measuring deviation from expected non-interaction effect.. Dataset: NCI-60 drug combinations with 297,098 pairs across 59 cell lines (1) Drug 1: C1=CC(=CC=C1CCCC(=O)O)N(CCCl)CCCl. Drug 2: COC1=NC(=NC2=C1N=CN2C3C(C(C(O3)CO)O)O)N. Cell line: SF-539. Synergy scores: CSS=33.7, Synergy_ZIP=2.74, Synergy_Bliss=4.22, Synergy_Loewe=-3.20, Synergy_HSA=4.21. (2) Drug 1: CC1=CC2C(CCC3(C2CCC3(C(=O)C)OC(=O)C)C)C4(C1=CC(=O)CC4)C. Drug 2: CC1CCCC2(C(O2)CC(NC(=O)CC(C(C(=O)C(C1O)C)(C)C)O)C(=CC3=CSC(=N3)C)C)C. Cell line: SF-539. Synergy scores: CSS=-1.74, Synergy_ZIP=-1.42, Synergy_Bliss=-3.87, Synergy_Loewe=-10.3, Synergy_HSA=-4.22. (3) Drug 1: C1=NC2=C(N=C(N=C2N1C3C(C(C(O3)CO)O)O)F)N. Drug 2: C(CC(=O)O)C(=O)CN.Cl. Cell line: HT29. Synergy scores: CSS=-0.709, Synergy_ZIP=-0.0274, Synergy_Bliss=-1.61, Synergy_Loewe=-0.644, Synergy_HSA=-3.41. (4) Drug 1: C1=CC(=C2C(=C1NCCNCCO)C(=O)C3=C(C=CC(=C3C2=O)O)O)NCCNCCO. Drug 2: CCC(=C(C1=CC=CC=C1)C2=CC=C(C=C2)OCCN(C)C)C3=CC=CC=C3.C(C(=O)O)C(CC(=O)O)(C(=O)O)O. Cell line: SNB-75. Synergy scores: CSS=59.1, Synergy_ZIP=8.58, Synergy_Bliss=7.90, Synergy_Loewe=-30.7, Synergy_HSA=7.22. (5) Synergy scores: CSS=97.5, Synergy_ZIP=-0.00189, Synergy_Bliss=-0.0647, Synergy_Loewe=0.202, Synergy_HSA=0.242. Cell line: MOLT-4. Drug 1: C1=CN(C(=O)N=C1N)C2C(C(C(O2)CO)O)O.Cl. Drug 2: B(C(CC(C)C)NC(=O)C(CC1=CC=CC=C1)NC(=O)C2=NC=CN=C2)(O)O.